This data is from Reaction yield outcomes from USPTO patents with 853,638 reactions. The task is: Predict the reaction yield, written as a fraction of the theoretical maximum amount of product (1.0 means a 100% yield; for example, 0.34 means a 34% yield). The reactants are [CH:1]([O:4][C:5](=[O:15])[CH:6]=[CH:7][C:8]1[CH:13]=[CH:12][C:11](Br)=[CH:10][CH:9]=1)([CH3:3])[CH3:2].P(C(C)(C)C)(C(C)(C)C)C(C)(C)C.[Li+].C[Si]([N-:34][Si](C)(C)C)(C)C.Cl. The catalyst is C1(C)C=CC=CC=1.C1C=CC(/C=C/C(/C=C/C2C=CC=CC=2)=O)=CC=1.C1C=CC(/C=C/C(/C=C/C2C=CC=CC=2)=O)=CC=1.C1C=CC(/C=C/C(/C=C/C2C=CC=CC=2)=O)=CC=1.[Pd].[Pd]. The product is [CH:1]([O:4][C:5](=[O:15])[CH:6]=[CH:7][C:8]1[CH:13]=[CH:12][C:11]([NH2:34])=[CH:10][CH:9]=1)([CH3:3])[CH3:2]. The yield is 0.900.